Task: Predict the product of the given reaction.. Dataset: Forward reaction prediction with 1.9M reactions from USPTO patents (1976-2016) Given the reactants [CH2:1]([N:5]([CH2:13][C:14](=[O:35])[CH:15]=P(C1C=CC=CC=1)(C1C=CC=CC=1)C1C=CC=CC=1)[C:6](=[O:12])[O:7][C:8]([CH3:11])([CH3:10])[CH3:9])[CH2:2][CH:3]=[CH2:4].[CH2:36]=O, predict the reaction product. The product is: [CH2:1]([N:5]([CH2:13][C:14](=[O:35])[CH:15]=[CH2:36])[C:6](=[O:12])[O:7][C:8]([CH3:9])([CH3:10])[CH3:11])[CH2:2][CH:3]=[CH2:4].